This data is from Full USPTO retrosynthesis dataset with 1.9M reactions from patents (1976-2016). The task is: Predict the reactants needed to synthesize the given product. Given the product [C:17]([O:21][C:22]([N:24]([OH:25])[C:7]1([C:1]2[CH:2]=[CH:3][CH:4]=[CH:5][CH:6]=2)[C:12](=[O:13])[NH:11][C:10](=[O:14])[NH:9][C:8]1=[O:15])=[O:23])([CH3:20])([CH3:19])[CH3:18], predict the reactants needed to synthesize it. The reactants are: [C:1]1([CH:7]2[C:12](=[O:13])[NH:11][C:10](=[O:14])[NH:9][C:8]2=[O:15])[CH:6]=[CH:5][CH:4]=[CH:3][CH:2]=1.[Na].[C:17]([O:21][C:22]([NH:24][OH:25])=[O:23])([CH3:20])([CH3:19])[CH3:18].I([O-])(=O)(=O)=O.[Na+].